Dataset: Full USPTO retrosynthesis dataset with 1.9M reactions from patents (1976-2016). Task: Predict the reactants needed to synthesize the given product. Given the product [CH:24]1[C:25]2[C:29]3[CH:30]=[CH:31][CH:32]=[CH:33][C:28]=3[O:27][C:26]=2[CH:34]=[CH:35][C:23]=1[CH2:22][C:6]1[C:5]2[C:10](=[CH:11][C:12]([O:13][CH3:14])=[C:3]([O:2][CH3:1])[CH:4]=2)[C:9]([CH2:15][CH2:16][CH3:17])=[N:8][C:7]=1[OH:18], predict the reactants needed to synthesize it. The reactants are: [CH3:1][O:2][C:3]1[CH:4]=[C:5]2[C:10](=[CH:11][C:12]=1[O:13][CH3:14])[C:9]([CH2:15][CH2:16][CH3:17])=[N:8][C:7]([OH:18])=[CH:6]2.[OH-].[K+].Cl[CH2:22][C:23]1[CH:35]=[CH:34][C:26]2[O:27][C:28]3[CH:33]=[CH:32][CH:31]=[CH:30][C:29]=3[C:25]=2[CH:24]=1.